The task is: Predict the reactants needed to synthesize the given product.. This data is from Full USPTO retrosynthesis dataset with 1.9M reactions from patents (1976-2016). (1) Given the product [NH2:8][CH2:9][CH2:10][CH2:11][O:12][CH2:13][CH2:14][O:15][CH2:16][CH2:17][O:18][CH2:19][CH2:20][CH2:21][NH:22][C:23]([C:25]1[NH:26][C:27]2[C:32]([C:33]=1[CH2:34][C:35]([N:37]([CH3:46])[CH2:38][CH2:39][C:40]1[CH:45]=[CH:44][CH:43]=[CH:42][CH:41]=1)=[O:36])=[CH:31][C:30]([O:47][CH2:48][C:49]1[CH:50]=[CH:51][CH:52]=[CH:53][CH:54]=1)=[CH:29][CH:28]=2)=[O:24], predict the reactants needed to synthesize it. The reactants are: C(OC([NH:8][CH2:9][CH2:10][CH2:11][O:12][CH2:13][CH2:14][O:15][CH2:16][CH2:17][O:18][CH2:19][CH2:20][CH2:21][NH:22][C:23]([C:25]1[NH:26][C:27]2[C:32]([C:33]=1[CH2:34][C:35]([N:37]([CH3:46])[CH2:38][CH2:39][C:40]1[CH:45]=[CH:44][CH:43]=[CH:42][CH:41]=1)=[O:36])=[CH:31][C:30]([O:47][CH2:48][C:49]1[CH:54]=[CH:53][CH:52]=[CH:51][CH:50]=1)=[CH:29][CH:28]=2)=[O:24])=O)(C)(C)C.FC(F)(F)C(O)=O.C(#N)C.O. (2) Given the product [CH2:17]([N:8]1[CH2:9][CH2:10][CH:11]([C:12]2[CH:16]=[CH:15][S:14][CH:13]=2)[CH:6]([C:4]([OH:5])=[O:3])[CH2:7]1)[C:18]1[CH:23]=[CH:22][CH:21]=[CH:20][CH:19]=1, predict the reactants needed to synthesize it. The reactants are: C([O:3][C:4]([CH:6]1[CH:11]([C:12]2[CH:16]=[CH:15][S:14][CH:13]=2)[CH2:10][CH2:9][N:8]([CH2:17][C:18]2[CH:23]=[CH:22][CH:21]=[CH:20][CH:19]=2)[CH2:7]1)=[O:5])C.Cl. (3) Given the product [F:10][C:3]1[CH:4]=[CH:5][C:6]([O:8][CH3:9])=[CH:7][C:2]=1[C:14]1[CH:13]=[C:12]([F:11])[CH:17]=[C:16]([CH:18]=[O:19])[CH:15]=1, predict the reactants needed to synthesize it. The reactants are: Br[C:2]1[CH:7]=[C:6]([O:8][CH3:9])[CH:5]=[CH:4][C:3]=1[F:10].[F:11][C:12]1[CH:13]=[C:14](B(O)O)[CH:15]=[C:16]([CH:18]=[O:19])[CH:17]=1.C(=O)([O-])[O-].[K+].[K+].O1CCOCC1. (4) Given the product [NH2:44][C:45]1[CH:46]=[CH:47][C:48]([C:32]2[CH:31]=[CH:30][C:29]([C:9]3[N:8]([C:5]4[CH:4]=[CH:3][C:2]([Cl:1])=[CH:7][CH:6]=4)[C:16](=[O:17])[C:15]4[N:14]=[CH:13][N:12]([C:18]5[CH:19]=[C:20]([NH:24][S:25]([CH3:28])(=[O:26])=[O:27])[CH:21]=[CH:22][CH:23]=5)[C:11]=4[N:10]=3)=[CH:34][CH:33]=2)=[N:49][CH:50]=1, predict the reactants needed to synthesize it. The reactants are: [Cl:1][C:2]1[CH:7]=[CH:6][C:5]([N:8]2[C:16](=[O:17])[C:15]3[N:14]=[CH:13][N:12]([C:18]4[CH:19]=[C:20]([NH:24][S:25]([CH3:28])(=[O:27])=[O:26])[CH:21]=[CH:22][CH:23]=4)[C:11]=3[N:10]=[C:9]2[C:29]2[CH:34]=[CH:33][C:32](B3OC(C)(C)C(C)(C)O3)=[CH:31][CH:30]=2)=[CH:4][CH:3]=1.[NH2:44][C:45]1[CH:46]=[CH:47][C:48](Br)=[N:49][CH:50]=1.C(=O)([O-])[O-].[Cs+].[Cs+]. (5) The reactants are: [C:1]([C:4]1[CH:11]=[CH:10][C:7]([C:8]#[N:9])=[CH:6][CH:5]=1)(=[O:3])[CH3:2].C[Si]([N-][Si](C)(C)C)(C)C.[Na+].[C:22](OC(C)(C)C)(=[O:30])[C:23]([O:25][C:26]([CH3:29])([CH3:28])[CH3:27])=[O:24].[Cl-].[NH4+]. Given the product [C:26]([O:25][C:23](=[O:24])[C:22](=[O:30])/[CH:2]=[C:1](/[C:4]1[CH:11]=[CH:10][C:7]([C:8]#[N:9])=[CH:6][CH:5]=1)\[OH:3])([CH3:29])([CH3:28])[CH3:27], predict the reactants needed to synthesize it. (6) Given the product [CH3:21][CH:18]([C:17]1[NH:7][C:8]2[C:9]([CH:16]=1)=[CH:10][C:11]([O:14][CH3:15])=[CH:12][CH:13]=2)[CH2:19][CH3:20], predict the reactants needed to synthesize it. The reactants are: C(OC(=O)[NH:7][C:8]1[CH:13]=[CH:12][C:11]([O:14][CH3:15])=[CH:10][C:9]=1[CH2:16][CH:17](O)[CH:18]([CH3:21])[CH2:19][CH3:20])(C)(C)C.FC(F)(F)C(O)=O. (7) Given the product [Br:15][C:16]1[CH:17]=[C:18]([CH:19]([C:2]2[C:3]([Cl:9])=[N:4][C:5]([Cl:8])=[N:6][CH:7]=2)[OH:20])[CH:21]=[CH:22][CH:23]=1, predict the reactants needed to synthesize it. The reactants are: Br[C:2]1[C:3]([Cl:9])=[N:4][C:5]([Cl:8])=[N:6][CH:7]=1.C([Mg]Cl)(C)C.[Br:15][C:16]1[CH:17]=[C:18]([CH:21]=[CH:22][CH:23]=1)[CH:19]=[O:20].